This data is from Full USPTO retrosynthesis dataset with 1.9M reactions from patents (1976-2016). The task is: Predict the reactants needed to synthesize the given product. Given the product [OH:28][CH2:27][CH2:26][CH2:25][NH:24][C:23]1[C:14]2[N:15]([C:11]([C:9]3[NH:8][N:7]=[C:6]([C:4]([OH:5])=[O:3])[CH:10]=3)=[CH:12][N:13]=2)[C:16]2[C:21]([N:22]=1)=[CH:20][C:19]([C:29]([F:31])([F:30])[F:32])=[CH:18][CH:17]=2, predict the reactants needed to synthesize it. The reactants are: C([O:3][C:4]([C:6]1[CH:10]=[C:9]([C:11]2[N:15]3[C:16]4[C:21]([N:22]=[C:23]([NH:24][CH2:25][CH2:26][CH2:27][OH:28])[C:14]3=[N:13][CH:12]=2)=[CH:20][C:19]([C:29]([F:32])([F:31])[F:30])=[CH:18][CH:17]=4)[NH:8][N:7]=1)=[O:5])C.[Li+].[OH-].